Dataset: NCI-60 drug combinations with 297,098 pairs across 59 cell lines. Task: Regression. Given two drug SMILES strings and cell line genomic features, predict the synergy score measuring deviation from expected non-interaction effect. (1) Drug 1: CC1=C(N=C(N=C1N)C(CC(=O)N)NCC(C(=O)N)N)C(=O)NC(C(C2=CN=CN2)OC3C(C(C(C(O3)CO)O)O)OC4C(C(C(C(O4)CO)O)OC(=O)N)O)C(=O)NC(C)C(C(C)C(=O)NC(C(C)O)C(=O)NCCC5=NC(=CS5)C6=NC(=CS6)C(=O)NCCC[S+](C)C)O. Drug 2: C1CC(=O)NC(=O)C1N2C(=O)C3=CC=CC=C3C2=O. Cell line: SF-268. Synergy scores: CSS=42.8, Synergy_ZIP=0.761, Synergy_Bliss=0.155, Synergy_Loewe=-19.7, Synergy_HSA=0.195. (2) Drug 1: C1=CC(=CC=C1CCCC(=O)O)N(CCCl)CCCl. Drug 2: CC1C(C(=O)NC(C(=O)N2CCCC2C(=O)N(CC(=O)N(C(C(=O)O1)C(C)C)C)C)C(C)C)NC(=O)C3=C4C(=C(C=C3)C)OC5=C(C(=O)C(=C(C5=N4)C(=O)NC6C(OC(=O)C(N(C(=O)CN(C(=O)C7CCCN7C(=O)C(NC6=O)C(C)C)C)C)C(C)C)C)N)C. Cell line: OVCAR-4. Synergy scores: CSS=2.17, Synergy_ZIP=0.336, Synergy_Bliss=8.43, Synergy_Loewe=7.22, Synergy_HSA=7.01. (3) Drug 1: CN(C)C1=NC(=NC(=N1)N(C)C)N(C)C. Drug 2: CC1=C(C=C(C=C1)C(=O)NC2=CC(=CC(=C2)C(F)(F)F)N3C=C(N=C3)C)NC4=NC=CC(=N4)C5=CN=CC=C5. Cell line: EKVX. Synergy scores: CSS=-13.5, Synergy_ZIP=2.48, Synergy_Bliss=-6.02, Synergy_Loewe=-8.72, Synergy_HSA=-9.13. (4) Drug 1: CCC(=C(C1=CC=CC=C1)C2=CC=C(C=C2)OCCN(C)C)C3=CC=CC=C3.C(C(=O)O)C(CC(=O)O)(C(=O)O)O. Drug 2: C1=NC2=C(N=C(N=C2N1C3C(C(C(O3)CO)O)F)Cl)N. Cell line: EKVX. Synergy scores: CSS=0.611, Synergy_ZIP=-0.698, Synergy_Bliss=-2.64, Synergy_Loewe=-2.95, Synergy_HSA=-4.94. (5) Drug 1: CCC1(CC2CC(C3=C(CCN(C2)C1)C4=CC=CC=C4N3)(C5=C(C=C6C(=C5)C78CCN9C7C(C=CC9)(C(C(C8N6C=O)(C(=O)OC)O)OC(=O)C)CC)OC)C(=O)OC)O.OS(=O)(=O)O. Drug 2: C1C(C(OC1N2C=NC3=C2NC=NCC3O)CO)O. Cell line: UO-31. Synergy scores: CSS=3.25, Synergy_ZIP=2.50, Synergy_Bliss=4.91, Synergy_Loewe=4.30, Synergy_HSA=-0.543. (6) Drug 1: CNC(=O)C1=CC=CC=C1SC2=CC3=C(C=C2)C(=NN3)C=CC4=CC=CC=N4. Drug 2: CC1CCCC2(C(O2)CC(NC(=O)CC(C(C(=O)C(C1O)C)(C)C)O)C(=CC3=CSC(=N3)C)C)C. Cell line: RPMI-8226. Synergy scores: CSS=-4.53, Synergy_ZIP=4.82, Synergy_Bliss=7.52, Synergy_Loewe=-6.30, Synergy_HSA=0.673. (7) Drug 1: C1C(C(OC1N2C=NC3=C(N=C(N=C32)Cl)N)CO)O. Drug 2: CC=C1C(=O)NC(C(=O)OC2CC(=O)NC(C(=O)NC(CSSCCC=C2)C(=O)N1)C(C)C)C(C)C. Synergy scores: CSS=6.39, Synergy_ZIP=-0.253, Synergy_Bliss=-4.09, Synergy_Loewe=-4.76, Synergy_HSA=-4.87. Cell line: HCT-15. (8) Cell line: MDA-MB-231. Drug 2: C1=NC2=C(N=C(N=C2N1C3C(C(C(O3)CO)O)F)Cl)N. Drug 1: C1=CN(C(=O)N=C1N)C2C(C(C(O2)CO)O)O.Cl. Synergy scores: CSS=25.6, Synergy_ZIP=-10.5, Synergy_Bliss=-7.48, Synergy_Loewe=-3.34, Synergy_HSA=-2.58.